Dataset: Kir2.1 potassium channel HTS with 301,493 compounds. Task: Binary Classification. Given a drug SMILES string, predict its activity (active/inactive) in a high-throughput screening assay against a specified biological target. (1) The compound is O=C(NC(C)(C)C)Nc1cc2nc(n(c2cc1)C)C. The result is 0 (inactive). (2) The drug is n12nc(c(c1nc(cc2C)C)C#N)CC#N. The result is 0 (inactive).